From a dataset of Full USPTO retrosynthesis dataset with 1.9M reactions from patents (1976-2016). Predict the reactants needed to synthesize the given product. (1) Given the product [F:1][C:2]([F:7])([F:6])[C:3]([OH:5])=[O:4].[Cl:8][C:9]1[CH:10]=[C:11]2[C:15](=[C:16]([CH:18]([O:23][CH2:24][C:25]3([C:32]4[CH:33]=[CH:34][C:35]([F:38])=[CH:36][CH:37]=4)[CH2:26][CH2:27][N:28]([CH3:31])[CH2:29][CH2:30]3)[CH2:19][OH:20])[CH:17]=1)[NH:14][N:13]=[CH:12]2, predict the reactants needed to synthesize it. The reactants are: [F:1][C:2]([F:7])([F:6])[C:3]([OH:5])=[O:4].[Cl:8][C:9]1[CH:10]=[C:11]2[C:15](=[C:16]([CH:18]([O:23][CH2:24][C:25]3([C:32]4[CH:37]=[CH:36][C:35]([F:38])=[CH:34][CH:33]=4)[CH2:30][CH2:29][N:28]([CH3:31])[CH2:27][CH2:26]3)[C:19](OC)=[O:20])[CH:17]=1)[NH:14][N:13]=[CH:12]2.ClC1C=C2C(=C(C(OCC3(C4C=CC(F)=CC=4)CCN(C(OC(C)(C)C)=O)CC3)CO)C=1)NN=C2. (2) Given the product [CH3:30][O:31][C:32]1[N:37]=[CH:36][C:35]([C:19]2[CH:20]=[CH:21][C:22]3[N:23]([C:25]([CH:28]=[O:29])=[CH:26][N:27]=3)[CH:24]=2)=[CH:34][N:33]=1, predict the reactants needed to synthesize it. The reactants are: N1C=CC=C(C2C=CC3N(C(C=O)=CN=3)C=2)C=1.Br[C:19]1[CH:20]=[CH:21][C:22]2[N:23]([C:25]([CH:28]=[O:29])=[CH:26][N:27]=2)[CH:24]=1.[CH3:30][O:31][C:32]1[N:37]=[CH:36][C:35](B(O)O)=[CH:34][N:33]=1. (3) Given the product [C:5]1([B:8]([OH:11])[OH:7])[C:18]2[CH:17]=[CH:5][C:4]3[C:3](=[CH:4][CH:5]=[CH:2][CH:3]=3)[C:2]=2[CH:2]=[CH:3][CH:4]=1, predict the reactants needed to synthesize it. The reactants are: [Li][CH2:2][CH2:3][CH2:4][CH3:5].C[O:7][B:8]([O:11]C)OC.Cl.C(O[CH2:17][CH3:18])C.